This data is from Forward reaction prediction with 1.9M reactions from USPTO patents (1976-2016). The task is: Predict the product of the given reaction. (1) Given the reactants FC(F)(F)S(O[C:7]1[C:8]2[N:9]([C:13]([C:34]3[CH:39]=[CH:38][CH:37]=[CH:36][CH:35]=3)=[C:14]([C:16]3[CH:21]=[CH:20][C:19]([C:22]4([NH:26][C:27]([O:29][C:30]([CH3:33])([CH3:32])[CH3:31])=[O:28])[CH2:25][CH2:24][CH2:23]4)=[CH:18][CH:17]=3)[N:15]=2)[N:10]=[CH:11][CH:12]=1)(=O)=O.C1[CH2:46][O:45][CH2:44]C1.C(N(CC)CC)C.C[OH:55], predict the reaction product. The product is: [C:30]([O:29][C:27]([NH:26][C:22]1([C:19]2[CH:18]=[CH:17][C:16]([C:14]3[N:15]=[C:8]4[C:7]([C:44]([O:45][CH3:46])=[O:55])=[CH:12][CH:11]=[N:10][N:9]4[C:13]=3[C:34]3[CH:35]=[CH:36][CH:37]=[CH:38][CH:39]=3)=[CH:21][CH:20]=2)[CH2:23][CH2:24][CH2:25]1)=[O:28])([CH3:31])([CH3:32])[CH3:33]. (2) The product is: [CH3:18][O:17][C@@H:5]([CH2:6][C:7]1[CH:8]=[CH:9][C:10]([C:13]#[C:14][CH2:15][O:20][C:21]2[CH:22]=[C:23]3[C:28](=[CH:29][CH:30]=2)[O:27][C:26]([C:31]2[CH:36]=[CH:35][CH:34]=[CH:33][CH:32]=2)=[CH:25][C:24]3=[O:37])=[CH:11][CH:12]=1)[C:4]([OH:3])=[O:19]. Given the reactants C([O:3][C:4](=[O:19])[C@@H:5]([O:17][CH3:18])[CH2:6][C:7]1[CH:12]=[CH:11][C:10]([C:13]#[C:14][CH2:15]Cl)=[CH:9][CH:8]=1)C.[OH:20][C:21]1[CH:22]=[C:23]2[C:28](=[CH:29][CH:30]=1)[O:27][C:26]([C:31]1[CH:36]=[CH:35][CH:34]=[CH:33][CH:32]=1)=[CH:25][C:24]2=[O:37], predict the reaction product.